Dataset: Reaction yield outcomes from USPTO patents with 853,638 reactions. Task: Predict the reaction yield, written as a fraction of the theoretical maximum amount of product (1.0 means a 100% yield; for example, 0.34 means a 34% yield). (1) The reactants are [C:1]([NH:5][C:6]([C:8]1[C:16]2[C:11](=[N:12][CH:13]=[C:14]([C:17]3[C:21]4[CH2:22][CH2:23][CH2:24][CH2:25][CH2:26][C:20]=4[N:19]([CH3:27])[N:18]=3)[N:15]=2)[N:10](COCC[Si](C)(C)C)[CH:9]=1)=[O:7])([CH3:4])([CH3:3])[CH3:2].C(O)(C(F)(F)F)=O.C(N)CN. The catalyst is C(Cl)Cl. The product is [C:1]([NH:5][C:6]([C:8]1[C:16]2[C:11](=[N:12][CH:13]=[C:14]([C:17]3[C:21]4[CH2:22][CH2:23][CH2:24][CH2:25][CH2:26][C:20]=4[N:19]([CH3:27])[N:18]=3)[N:15]=2)[NH:10][CH:9]=1)=[O:7])([CH3:4])([CH3:3])[CH3:2]. The yield is 0.680. (2) The product is [N:1]([CH2:4][C@H:5]([CH3:29])[C@@H:6]([O:7][Si:8]([C:11]([CH3:14])([CH3:13])[CH3:12])([CH3:9])[CH3:10])[C@H:15]([NH:16][C:22](=[O:23])[O:24][C:25]([CH3:28])([CH3:26])[CH3:27])[CH2:19][OH:18])=[N+:2]=[N-:3]. The catalyst is CCO. The reactants are [N:1]([CH2:4][C@H:5]([CH3:29])[C@H:6]([C@H:15]1[CH2:19][O:18]C(C)(C)[N:16]1[C:22]([O:24][C:25]([CH3:28])([CH3:27])[CH3:26])=[O:23])[O:7][Si:8]([C:11]([CH3:14])([CH3:13])[CH3:12])([CH3:10])[CH3:9])=[N+:2]=[N-:3].CC1C=CC(S([O-])(=O)=O)=CC=1.C1C=C[NH+]=CC=1.CCN(C(C)C)C(C)C.CC(OC(OC(OC(C)(C)C)=O)=O)(C)C. The yield is 0.700. (3) The reactants are [C:1]([C:3]1[N:8]=[C:7](/[CH:9]=[CH:10]/[C:11]([O:13][C:14]([CH3:17])([CH3:16])[CH3:15])=[O:12])[CH:6]=[CH:5][CH:4]=1)#[N:2].[C:18](OC)(=[O:26])[C:19]1[C:20](=[CH:22][CH:23]=[CH:24][CH:25]=1)[SH:21].C(N(CC)CC)C. The catalyst is C1(C)C=CC=CC=1. The product is [O:26]=[C:18]1[C:19]2[CH:25]=[CH:24][CH:23]=[CH:22][C:20]=2[S:21][C:1]([C:3]2[N:8]=[C:7](/[CH:9]=[CH:10]/[C:11]([O:13][C:14]([CH3:17])([CH3:16])[CH3:15])=[O:12])[CH:6]=[CH:5][CH:4]=2)=[N:2]1. The yield is 0.270. (4) The reactants are [CH3:1][C:2]1[C:7]([CH3:8])=[CH:6][CH:5]=[CH:4][C:3]=1[OH:9].Br[CH2:11][C:12]([O:14][CH2:15][CH3:16])=[O:13].C(=O)([O-])[O-].[Cs+].[Cs+]. The catalyst is CN(C=O)C. The product is [CH3:1][C:2]1[C:7]([CH3:8])=[CH:6][CH:5]=[CH:4][C:3]=1[O:9][CH2:11][C:12]([O:14][CH2:15][CH3:16])=[O:13]. The yield is 1.00. (5) The reactants are [CH:1]1([C:4]23[O:11][CH2:10][C:7]([CH2:12][OH:13])([CH2:8][O:9]2)[CH2:6][O:5]3)[CH2:3][CH2:2]1.[CH:14]1(C#N)CCC1. No catalyst specified. The product is [CH:1]1([C:4]23[O:5][CH2:6][C:7]([CH2:12][OH:13])([CH2:8][O:9]2)[CH2:10][O:11]3)[CH2:3][CH2:2][CH2:14]1. The yield is 0.510. (6) The reactants are N([O-])=O.[Na+].[N:5]1([CH2:10][CH2:11][N:12]2[C:20]3[C:15](=[CH:16][C:17](N)=[CH:18][CH:19]=3)[CH:14]=[N:13]2)[CH2:9][CH2:8][CH2:7][CH2:6]1.[BrH:22]. The catalyst is O. The product is [Br:22][C:17]1[CH:16]=[C:15]2[C:20](=[CH:19][CH:18]=1)[N:12]([CH2:11][CH2:10][N:5]1[CH2:9][CH2:8][CH2:7][CH2:6]1)[N:13]=[CH:14]2. The yield is 0.250. (7) The reactants are [CH2:1]([N:8]1[C:18]2[C:13](=[CH:14][C:15]([CH3:19])=[CH:16][CH:17]=2)[C:11](=O)[C:9]1=[O:10])[C:2]1[CH:7]=[CH:6][CH:5]=[CH:4][CH:3]=1.O.NN. The catalyst is CS(C)=O. The product is [CH2:1]([N:8]1[C:18]2[C:13](=[CH:14][C:15]([CH3:19])=[CH:16][CH:17]=2)[CH2:11][C:9]1=[O:10])[C:2]1[CH:7]=[CH:6][CH:5]=[CH:4][CH:3]=1. The yield is 1.00.